The task is: Predict the reactants needed to synthesize the given product.. This data is from Full USPTO retrosynthesis dataset with 1.9M reactions from patents (1976-2016). (1) Given the product [C:3]([N:6]1[CH2:11][CH:10]=[C:9]([C:3]2[C:4]3[CH:30]=[CH:29][O:28][C:27]=3[CH:26]=[CH:7][N:6]=2)[CH2:8][CH2:7]1)(=[O:5])[CH3:4], predict the reactants needed to synthesize it. The reactants are: [Li+].[Cl-].[C:3]([N:6]1[CH2:11][CH:10]=[C:9]([Sn](CCCC)(CCCC)CCCC)[CH2:8][CH2:7]1)(=[O:5])[CH3:4].O1[CH2:30][CH2:29][O:28][CH2:27][CH2:26]1. (2) Given the product [CH3:32][O:31][C:29]([C:19]1([CH2:7][CH:5]=[CH2:6])[CH2:24][CH2:23][CH:22]([C:25]([O:27][CH3:28])=[O:26])[CH2:21][CH2:20]1)=[O:30], predict the reactants needed to synthesize it. The reactants are: C(N[CH:5]([CH3:7])[CH3:6])(C)C.C([Li])CCC.CCCCCC.[CH:19]1([C:29]([O:31][CH3:32])=[O:30])[CH2:24][CH2:23][CH:22]([C:25]([O:27][CH3:28])=[O:26])[CH2:21][CH2:20]1.C(I)C=C. (3) The reactants are: [CH3:1][C:2]1[CH:9]=[CH:8][C:5]([CH2:6][OH:7])=[CH:4][CH:3]=1.[ClH:10].[NH2:11][CH2:12][C:13](=[O:19])[CH2:14][CH2:15][C:16](O)=[O:17]. Given the product [ClH:10].[NH2:11][CH2:12][C:13](=[O:19])[CH2:14][CH2:15][C:16]([O:7][CH2:6][C:5]1[CH:8]=[CH:9][C:2]([CH3:1])=[CH:3][CH:4]=1)=[O:17], predict the reactants needed to synthesize it. (4) Given the product [I:5][C:6]1[CH:7]=[C:8]([CH2:9][C:10]2[CH:11]=[N:12][CH:13]=[CH:14][CH:15]=2)[CH:16]=[CH:17][C:18]=1[OH:19], predict the reactants needed to synthesize it. The reactants are: B(Br)(Br)Br.[I:5][C:6]1[CH:7]=[C:8]([CH:16]=[CH:17][C:18]=1[O:19]C)[CH2:9][C:10]1[CH:11]=[N:12][CH:13]=[CH:14][CH:15]=1.